From a dataset of Peptide-MHC class II binding affinity with 134,281 pairs from IEDB. Regression. Given a peptide amino acid sequence and an MHC pseudo amino acid sequence, predict their binding affinity value. This is MHC class II binding data. (1) The peptide sequence is RIFGRRSIPVNEALA. The MHC is DRB3_0101 with pseudo-sequence DRB3_0101. The binding affinity (normalized) is 0. (2) The peptide sequence is PTMLKKGMTTVLDFH. The MHC is DRB3_0101 with pseudo-sequence DRB3_0101. The binding affinity (normalized) is 0.434. (3) The peptide sequence is AAATAGTCVYGAFAA. The binding affinity (normalized) is 0.498. The MHC is HLA-DPA10103-DPB10401 with pseudo-sequence HLA-DPA10103-DPB10401. (4) The peptide sequence is DKWLDAKSTWYGKPT. The MHC is DRB1_1501 with pseudo-sequence DRB1_1501. The binding affinity (normalized) is 0.263. (5) The peptide sequence is NFRFMSKGGMRNVFD. The MHC is DRB1_1302 with pseudo-sequence DRB1_1302. The binding affinity (normalized) is 0.227. (6) The peptide sequence is LTKKGNVWEVKSSKP. The MHC is DRB1_0901 with pseudo-sequence DRB1_0901. The binding affinity (normalized) is 0.157.